Dataset: CYP2C9 inhibition data for predicting drug metabolism from PubChem BioAssay. Task: Regression/Classification. Given a drug SMILES string, predict its absorption, distribution, metabolism, or excretion properties. Task type varies by dataset: regression for continuous measurements (e.g., permeability, clearance, half-life) or binary classification for categorical outcomes (e.g., BBB penetration, CYP inhibition). Dataset: cyp2c9_veith. (1) The compound is C[C@@]12CCC(=O)C=C1CC[C@@H]1[C@@H]2C(=O)C[C@]2(C)[C@@H]1CC[C@]2(O)C(=O)CO. The result is 0 (non-inhibitor). (2) The molecule is COCCn1c(=O)c(-c2cccc(C#N)c2)nc2cnc(N(C)C)nc21. The result is 0 (non-inhibitor). (3) The result is 0 (non-inhibitor). The molecule is c1cnc(N2CC[C@@]3(CCCNC3)C2)nc1. (4) The compound is Cn1cc(-c2nc3cnc(N4CCNCC4)nc3n(CCC#N)c2=O)c2ccccc21. The result is 1 (inhibitor). (5) The compound is O=C(c1cccc(F)c1)N1CCC2(CC1)CN(c1cccc(-c3ccccc3)c1)C2. The result is 0 (non-inhibitor).